Dataset: Forward reaction prediction with 1.9M reactions from USPTO patents (1976-2016). Task: Predict the product of the given reaction. (1) Given the reactants [CH2:1]([O:3][C:4]([CH:6]1[CH2:11][CH2:10][CH:9]([C:12]2[CH:13]=[C:14]3[C:19](=[C:20]([C:22]4[CH:27]=[CH:26][CH:25]=[C:24](C#N)[CH:23]=4)[N:21]=2)[N:18]=[CH:17][CH:16]=[CH:15]3)[CH2:8][CH2:7]1)=[O:5])[CH3:2].[F:30]C1C=C(C2N=C(OS(C(F)(F)F)(=O)=O)C=C3C=2N=CC=C3)C=CC=1, predict the reaction product. The product is: [CH2:1]([O:3][C:4]([CH:6]1[CH2:11][CH2:10][CH:9]([C:12]2[CH:13]=[C:14]3[C:19](=[C:20]([C:22]4[CH:27]=[CH:26][CH:25]=[C:24]([F:30])[CH:23]=4)[N:21]=2)[N:18]=[CH:17][CH:16]=[CH:15]3)[CH2:8][CH2:7]1)=[O:5])[CH3:2]. (2) Given the reactants [CH2:1]([N:8]1[CH2:13][CH2:12][N:11]([C:14]([C:16]2[CH:20]=[C:19]([CH3:21])[N:18]([C:22]3[CH:27]=[CH:26][CH:25]=[CH:24][CH:23]=3)[C:17]=2[C:28]2[CH:33]=[CH:32][CH:31]=[CH:30][CH:29]=2)=[O:15])[CH:10]([CH2:34][C:35]([NH2:37])=[O:36])[CH2:9]1)[C:2]1[CH:7]=[CH:6][CH:5]=[CH:4][CH:3]=1.Cl[CH2:39][C:40](=O)[CH3:41], predict the reaction product. The product is: [CH2:1]([N:8]1[CH2:13][CH2:12][N:11]([C:14]([C:16]2[CH:20]=[C:19]([CH3:21])[N:18]([C:22]3[CH:23]=[CH:24][CH:25]=[CH:26][CH:27]=3)[C:17]=2[C:28]2[CH:33]=[CH:32][CH:31]=[CH:30][CH:29]=2)=[O:15])[CH:10]([CH2:34][C:35]2[O:36][CH:39]=[C:40]([CH3:41])[N:37]=2)[CH2:9]1)[C:2]1[CH:7]=[CH:6][CH:5]=[CH:4][CH:3]=1. (3) Given the reactants Cl.Cl.[CH2:3]([N:10]1[CH2:18][CH2:17][C:13]2([CH2:16][NH:15][CH2:14]2)[CH2:12][CH2:11]1)[C:4]1[CH:9]=[CH:8][CH:7]=[CH:6][CH:5]=1.[F:19][C:20]1[CH:25]=[CH:24][C:23]([C:26]2([C:36]3[CH:41]=[CH:40][C:39]([F:42])=[CH:38][CH:37]=3)[CH2:30][CH2:29][N:28]([CH2:31][C:32](O)=[O:33])[C:27]2=[O:35])=[CH:22][CH:21]=1.C(N=C=NCCCN(C)C)C.CN1CCOCC1, predict the reaction product. The product is: [CH2:3]([N:10]1[CH2:11][CH2:12][C:13]2([CH2:16][N:15]([C:32](=[O:33])[CH2:31][N:28]3[CH2:29][CH2:30][C:26]([C:23]4[CH:24]=[CH:25][C:20]([F:19])=[CH:21][CH:22]=4)([C:36]4[CH:37]=[CH:38][C:39]([F:42])=[CH:40][CH:41]=4)[C:27]3=[O:35])[CH2:14]2)[CH2:17][CH2:18]1)[C:4]1[CH:5]=[CH:6][CH:7]=[CH:8][CH:9]=1. (4) Given the reactants [Br:1][C:2]1[CH:3]=[CH:4][CH:5]=[C:6]2[C:11]=1[N:10]=[C:9](O)[CH:8]=[C:7]2[NH:13][C:14]1[CH:19]=[CH:18][C:17]([Cl:20])=[C:16]([Cl:21])[CH:15]=1.O=P(Cl)(Cl)[Cl:24], predict the reaction product. The product is: [Br:1][C:2]1[CH:3]=[CH:4][CH:5]=[C:6]2[C:11]=1[N:10]=[C:9]([Cl:24])[CH:8]=[C:7]2[NH:13][C:14]1[CH:19]=[CH:18][C:17]([Cl:20])=[C:16]([Cl:21])[CH:15]=1. (5) Given the reactants [Cl:1][C:2]1[CH:10]=[C:9]2[C:5]([CH2:6][C:7](=[O:11])[NH:8]2)=[CH:4][CH:3]=1.[C:12]([Si:16]([CH3:27])([CH3:26])[O:17][CH2:18][CH2:19][C:20]([CH3:25])([CH3:24])[CH2:21][CH:22]=O)([CH3:15])([CH3:14])[CH3:13].C[O-].[Na+], predict the reaction product. The product is: [C:12]([Si:16]([CH3:26])([CH3:27])[O:17][CH2:18][CH2:19][C:20]([CH3:25])([CH3:24])[CH2:21]/[CH:22]=[C:6]1\[C:7](=[O:11])[NH:8][C:9]2[C:5]\1=[CH:4][CH:3]=[C:2]([Cl:1])[CH:10]=2)([CH3:15])([CH3:14])[CH3:13]. (6) Given the reactants C(OC(=O)[NH:7][CH2:8][CH2:9][N:10]1[CH:14]=[C:13]([I:15])[N:12]=[C:11]1[CH3:16])(C)(C)C.[ClH:18].O1CCOCC1, predict the reaction product. The product is: [I:15][C:13]1[N:12]=[C:11]([CH3:16])[N:10]([CH2:9][CH2:8][NH2:7])[CH:14]=1.[ClH:18].